Predict the reaction yield, written as a fraction of the theoretical maximum amount of product (1.0 means a 100% yield; for example, 0.34 means a 34% yield). From a dataset of Reaction yield outcomes from USPTO patents with 853,638 reactions. (1) The reactants are [Cl:1][C:2]1[CH:10]=[C:9]([Cl:11])[C:5]([C:6]([OH:8])=[O:7])=[C:4]([N+:12]([O-:14])=[O:13])[C:3]=1[OH:15].[C:16]([O-])([O-])=O.[K+].[K+].IC.Cl. The catalyst is CN(C=O)C.O. The product is [Cl:1][C:2]1[CH:10]=[C:9]([Cl:11])[C:5]([C:6]([OH:8])=[O:7])=[C:4]([N+:12]([O-:14])=[O:13])[C:3]=1[O:15][CH3:16]. The yield is 0.880. (2) The reactants are [F:1][C:2]1[CH:3]=[C:4]([CH2:9][C:10]([OH:12])=[O:11])[CH:5]=[CH:6][C:7]=1[OH:8].S(=O)(=O)(O)O.[CH3:18]O. No catalyst specified. The product is [CH3:18][O:11][C:10](=[O:12])[CH2:9][C:4]1[CH:5]=[CH:6][C:7]([OH:8])=[C:2]([F:1])[CH:3]=1. The yield is 0.976. (3) The reactants are [CH3:1][O:2][C:3]1[CH:4]=[C:5]([C:11]2[CH:12]=[C:13]([NH2:16])[NH:14][N:15]=2)[CH:6]=[C:7]([O:9][CH3:10])[CH:8]=1.[F:17][C:18]([F:28])([F:27])[C:19](=[O:26])[CH2:20][C:21](OCC)=[O:22]. No catalyst specified. The product is [CH3:10][O:9][C:7]1[CH:6]=[C:5]([C:11]2[CH:12]=[C:13]([NH:16][C:21](=[O:22])[CH2:20][C:19](=[O:26])[C:18]([F:28])([F:27])[F:17])[NH:14][N:15]=2)[CH:4]=[C:3]([O:2][CH3:1])[CH:8]=1. The yield is 0.530. (4) The catalyst is C(Cl)Cl. The product is [F:1][CH:2]([F:19])[O:3][C:4]1[CH:5]=[CH:6][C:7]([C:10]#[C:11][C:12]2[CH:13]=[C:14]([NH:15][C:30](=[O:31])[CH2:29][O:28][CH3:27])[CH:16]=[CH:17][CH:18]=2)=[CH:8][CH:9]=1. The yield is 0.940. The reactants are [F:1][CH:2]([F:19])[O:3][C:4]1[CH:9]=[CH:8][C:7]([C:10]#[C:11][C:12]2[CH:13]=[C:14]([CH:16]=[CH:17][CH:18]=2)[NH2:15])=[CH:6][CH:5]=1.C(N(CC)CC)C.[CH3:27][O:28][CH2:29][C:30](Cl)=[O:31].O. (5) The reactants are [CH2:1]([N:8]1[CH2:13][CH2:12][O:11][C@H:10]([CH2:14][OH:15])[CH2:9]1)[C:2]1[CH:7]=[CH:6][CH:5]=[CH:4][CH:3]=1.[S:16](Cl)([C:19]1[CH:25]=[CH:24][C:22]([CH3:23])=[CH:21][CH:20]=1)(=[O:18])=[O:17].CCN(CC)CC. The catalyst is C(Cl)Cl.CN(C1C=CN=CC=1)C. The product is [CH3:23][C:22]1[CH:24]=[CH:25][C:19]([S:16]([O:15][CH2:14][C@H:10]2[O:11][CH2:12][CH2:13][N:8]([CH2:1][C:2]3[CH:3]=[CH:4][CH:5]=[CH:6][CH:7]=3)[CH2:9]2)(=[O:18])=[O:17])=[CH:20][CH:21]=1. The yield is 0.990. (6) The reactants are Br[C:2]1[C:7](=[O:8])[N:6]([CH2:9][C:10]2[CH:15]=[CH:14][C:13]([C:16]3[C:17]([C:22]#[N:23])=[CH:18][CH:19]=[CH:20][CH:21]=3)=[CH:12][CH:11]=2)[C:5]([CH2:24][CH2:25][CH2:26][CH3:27])=[N:4][C:3]=1[CH3:28].C([Sn](CCCC)(CCCC)[C:34]1[S:35][CH:36]=[CH:37][CH:38]=1)CCC.[Cl-].[Li+].[F-].[K+]. The catalyst is CN(C)C=O.C(OCC)(=O)C.Cl[Pd](Cl)([P](C1C=CC=CC=1)(C1C=CC=CC=1)C1C=CC=CC=1)[P](C1C=CC=CC=1)(C1C=CC=CC=1)C1C=CC=CC=1. The product is [CH2:24]([C:5]1[N:6]([CH2:9][C:10]2[CH:15]=[CH:14][C:13]([C:16]3[C:17]([C:22]#[N:23])=[CH:18][CH:19]=[CH:20][CH:21]=3)=[CH:12][CH:11]=2)[C:7](=[O:8])[C:2]([C:34]2[S:35][CH:36]=[CH:37][CH:38]=2)=[C:3]([CH3:28])[N:4]=1)[CH2:25][CH2:26][CH3:27]. The yield is 0.750.